From a dataset of Peptide-MHC class I binding affinity with 185,985 pairs from IEDB/IMGT. Regression. Given a peptide amino acid sequence and an MHC pseudo amino acid sequence, predict their binding affinity value. This is MHC class I binding data. (1) The peptide sequence is WTLETLPRV. The MHC is HLA-A02:11 with pseudo-sequence HLA-A02:11. The binding affinity (normalized) is 1.00. (2) The peptide sequence is VSSLVKNVNK. The MHC is HLA-A31:01 with pseudo-sequence HLA-A31:01. The binding affinity (normalized) is 0.347. (3) The peptide sequence is FLAPDTRAV. The MHC is HLA-A02:02 with pseudo-sequence HLA-A02:02. The binding affinity (normalized) is 1.00. (4) The peptide sequence is LQKIPLQWF. The MHC is HLA-B18:01 with pseudo-sequence HLA-B18:01. The binding affinity (normalized) is 0.0847. (5) The peptide sequence is NITTAVKTV. The MHC is HLA-A02:01 with pseudo-sequence HLA-A02:01. The binding affinity (normalized) is 0.0725. (6) The peptide sequence is TSTVEEQIQW. The MHC is HLA-A68:02 with pseudo-sequence HLA-A68:02. The binding affinity (normalized) is 0. (7) The peptide sequence is YRFRFRSVY. The MHC is HLA-B08:02 with pseudo-sequence HLA-B08:02. The binding affinity (normalized) is 0.0847. (8) The peptide sequence is DETFVHSGF. The MHC is HLA-B51:01 with pseudo-sequence HLA-B51:01. The binding affinity (normalized) is 0.0847. (9) The peptide sequence is NLQKESRACL. The MHC is HLA-A68:02 with pseudo-sequence HLA-A68:02. The binding affinity (normalized) is 0.0862. (10) The peptide sequence is EAYCALLCK. The MHC is HLA-B27:03 with pseudo-sequence HLA-B27:03. The binding affinity (normalized) is 0.0847.